This data is from Forward reaction prediction with 1.9M reactions from USPTO patents (1976-2016). The task is: Predict the product of the given reaction. The product is: [C:36]([N:22]1[CH2:21][CH:20]=[C:19]([C:18]2[C:12]3[S:11][C:10]([NH:9][C:7](=[O:8])[C:6]4[CH:5]=[CH:4][C:3]([F:2])=[CH:28][CH:27]=4)=[N:14][C:13]=3[C:15]([O:25][CH3:26])=[CH:16][CH:17]=2)[CH2:24][CH2:23]1)(=[O:38])[CH3:37]. Given the reactants Cl.[F:2][C:3]1[CH:28]=[CH:27][C:6]([C:7]([NH:9][C:10]2[S:11][C:12]3[C:18]([C:19]4[CH2:20][CH2:21][NH:22][CH2:23][CH:24]=4)=[CH:17][CH:16]=[C:15]([O:25][CH3:26])[C:13]=3[N:14]=2)=[O:8])=[CH:5][CH:4]=1.C(N(CC)CC)C.[C:36](OC(=O)C)(=[O:38])[CH3:37].C(=O)(O)[O-].[Na+], predict the reaction product.